Dataset: Reaction yield outcomes from USPTO patents with 853,638 reactions. Task: Predict the reaction yield, written as a fraction of the theoretical maximum amount of product (1.0 means a 100% yield; for example, 0.34 means a 34% yield). The reactants are [CH2:1]([O:3][C:4]([C:6]1[CH:10]=[C:9]([C:11]2[CH:16]=[CH:15][CH:14]=[CH:13][C:12]=2[O:17]CC2C=CC=CC=2)[N:8]([CH3:25])[N:7]=1)=[O:5])[CH3:2]. The catalyst is CO.[Pd]. The product is [CH2:1]([O:3][C:4]([C:6]1[CH:10]=[C:9]([C:11]2[CH:16]=[CH:15][CH:14]=[CH:13][C:12]=2[OH:17])[N:8]([CH3:25])[N:7]=1)=[O:5])[CH3:2]. The yield is 0.920.